Dataset: NCI-60 drug combinations with 297,098 pairs across 59 cell lines. Task: Regression. Given two drug SMILES strings and cell line genomic features, predict the synergy score measuring deviation from expected non-interaction effect. (1) Drug 1: CC1C(C(CC(O1)OC2CC(CC3=C2C(=C4C(=C3O)C(=O)C5=C(C4=O)C(=CC=C5)OC)O)(C(=O)CO)O)N)O.Cl. Drug 2: CC12CCC3C(C1CCC2=O)CC(=C)C4=CC(=O)C=CC34C. Cell line: ACHN. Synergy scores: CSS=0.571, Synergy_ZIP=-0.822, Synergy_Bliss=-1.20, Synergy_Loewe=-1.65, Synergy_HSA=-1.66. (2) Synergy scores: CSS=49.1, Synergy_ZIP=5.06, Synergy_Bliss=0.806, Synergy_Loewe=-20.6, Synergy_HSA=-0.468. Drug 1: CC1=C2C(C(=O)C3(C(CC4C(C3C(C(C2(C)C)(CC1OC(=O)C(C(C5=CC=CC=C5)NC(=O)C6=CC=CC=C6)O)O)OC(=O)C7=CC=CC=C7)(CO4)OC(=O)C)O)C)OC(=O)C. Cell line: MDA-MB-435. Drug 2: C#CCC(CC1=CN=C2C(=N1)C(=NC(=N2)N)N)C3=CC=C(C=C3)C(=O)NC(CCC(=O)O)C(=O)O.